Dataset: Catalyst prediction with 721,799 reactions and 888 catalyst types from USPTO. Task: Predict which catalyst facilitates the given reaction. Reactant: [Cl:1][C:2]1[C:3]([O:32][CH2:33][C:34]2[CH:39]=[CH:38][CH:37]=[C:36]([C:40]3[CH:49]=[CH:48][C:43]4[O:44][CH2:45][CH2:46][O:47][C:42]=4[CH:41]=3)[C:35]=2[CH3:50])=[CH:4][C:5]([O:18][CH2:19][C:20]2[CH:25]=[C:24]([C:26]([O:28]C)=[O:27])[CH:23]=[CH:22][C:21]=2[O:30][CH3:31])=[C:6]([CH:17]=1)[CH2:7][N:8]1[CH2:13][CH2:12][CH2:11][CH2:10][C@H:9]1[C:14]([OH:16])=[O:15].O.[OH-].[Li+]. Product: [C:26]([C:24]1[CH:23]=[CH:22][C:21]([O:30][CH3:31])=[C:20]([CH:25]=1)[CH2:19][O:18][C:5]1[CH:4]=[C:3]([O:32][CH2:33][C:34]2[CH:39]=[CH:38][CH:37]=[C:36]([C:40]3[CH:49]=[CH:48][C:43]4[O:44][CH2:45][CH2:46][O:47][C:42]=4[CH:41]=3)[C:35]=2[CH3:50])[C:2]([Cl:1])=[CH:17][C:6]=1[CH2:7][N:8]1[CH2:13][CH2:12][CH2:11][CH2:10][C@H:9]1[C:14]([OH:16])=[O:15])([OH:28])=[O:27]. The catalyst class is: 5.